This data is from Forward reaction prediction with 1.9M reactions from USPTO patents (1976-2016). The task is: Predict the product of the given reaction. (1) Given the reactants [O:1]1[CH2:6][C:5](=[O:7])[NH:4][C:3]2[N:8]=[CH:9][CH:10]=[CH:11][C:2]1=2.C([Li])CCC.Cl[C:18]([O:20][C:21]1[CH:26]=[CH:25][CH:24]=[CH:23][CH:22]=1)=[O:19], predict the reaction product. The product is: [O:1]1[CH2:6][C:5](=[O:7])[N:4]([C:18]([O:20][C:21]2[CH:26]=[CH:25][CH:24]=[CH:23][CH:22]=2)=[O:19])[C:3]2[N:8]=[CH:9][CH:10]=[CH:11][C:2]1=2. (2) Given the reactants C([O:4][CH2:5][C:6]1[C:11]([Br:12])=[CH:10][CH:9]=[C:8]([O:13][CH3:14])[N:7]=1)(=O)C.C(=O)([O-])[O-].[K+].[K+], predict the reaction product. The product is: [Br:12][C:11]1[C:6]([CH2:5][OH:4])=[N:7][C:8]([O:13][CH3:14])=[CH:9][CH:10]=1. (3) Given the reactants [Cl:1][C:2]1[C:10]2[O:9][C:8](=[O:11])[N:7]([CH3:12])[C:6]=2[CH:5]=[CH:4][CH:3]=1.[Br:13]Br, predict the reaction product. The product is: [Br:13][C:3]1[CH:4]=[CH:5][C:6]2[N:7]([CH3:12])[C:8](=[O:11])[O:9][C:10]=2[C:2]=1[Cl:1]. (4) Given the reactants [CH3:1][O:2][C:3]1[CH:4]=[CH:5][C:6]([N+:12]([O-:14])=[O:13])=[C:7]([CH:11]=1)[C:8]([OH:10])=O.[NH2:15][C:16]1[CH:21]=[CH:20][C:19]([Cl:22])=[CH:18][N:17]=1.N1C=CC=CC=1.P(Cl)(Cl)(Cl)=O, predict the reaction product. The product is: [N+:12]([C:6]1[CH:5]=[CH:4][C:3]([O:2][CH3:1])=[CH:11][C:7]=1[C:8]([NH:15][C:16]1[CH:21]=[CH:20][C:19]([Cl:22])=[CH:18][N:17]=1)=[O:10])([O-:14])=[O:13]. (5) Given the reactants FC(F)(F)C1C=C(NC(=O)NC2C=CC(C3SC(CCC(O)=O)=NC=3)=CC=2)C=CC=1.[F:31][C:32]1[CH:37]=[C:36]([F:38])[CH:35]=[CH:34][C:33]=1[NH:39][C:40](=[O:60])[NH:41][C:42]1[CH:47]=[CH:46][C:45]([C:48]2[N:52]=[C:51]([CH2:53][CH2:54][CH2:55][C:56]([O:58]C)=[O:57])[O:50][N:49]=2)=[CH:44][CH:43]=1, predict the reaction product. The product is: [F:31][C:32]1[CH:37]=[C:36]([F:38])[CH:35]=[CH:34][C:33]=1[NH:39][C:40](=[O:60])[NH:41][C:42]1[CH:43]=[CH:44][C:45]([C:48]2[N:52]=[C:51]([CH2:53][CH2:54][CH2:55][C:56]([OH:58])=[O:57])[O:50][N:49]=2)=[CH:46][CH:47]=1. (6) Given the reactants C([NH:8][C@@H:9]1[CH2:15][CH2:14][C@@H:13]2[N:16](CC3C=CC=CC=3)[C@@:10]1([C:30]1[CH:35]=[CH:34][CH:33]=[CH:32][CH:31]=1)[CH2:11][C@H:12]2[C:24]1[N:25]=[N:26][N:27]([CH3:29])[N:28]=1)C1C=CC=CC=1.C1CC=CCC=1, predict the reaction product. The product is: [NH2:8][C@@H:9]1[CH2:15][CH2:14][C@@H:13]2[NH:16][C@@:10]1([C:30]1[CH:35]=[CH:34][CH:33]=[CH:32][CH:31]=1)[CH2:11][C@H:12]2[C:24]1[N:25]=[N:26][N:27]([CH3:29])[N:28]=1. (7) Given the reactants [NH:1]1[C:13]2[NH:12][C:11]3[C:6](=[CH:7][CH:8]=[CH:9][CH:10]=3)[C:5]=2[N:4]=[N:3][C:2]1=[N:14][NH2:15].[N:16]1[CH:21]=[CH:20][CH:19]=[CH:18][C:17]=1[CH:22]=O, predict the reaction product. The product is: [N:16]1[CH:21]=[CH:20][CH:19]=[CH:18][C:17]=1[CH:22]=[N:15][NH:14][C:2]1[N:3]=[N:4][C:5]2[C:6]3[C:11](=[CH:10][CH:9]=[CH:8][CH:7]=3)[NH:12][C:13]=2[N:1]=1. (8) Given the reactants [C:1]([C:5]1[CH:14]=[CH:13][C:8]([C:9]([O:11][CH3:12])=[O:10])=[C:7]([OH:15])[CH:6]=1)([CH3:4])([CH3:3])[CH3:2].F[C:17]1[CH:22]=[CH:21][CH:20]=[C:19]([C:23]([F:26])([F:25])[F:24])[N:18]=1.C([O-])([O-])=O.[Cs+].[Cs+], predict the reaction product. The product is: [C:1]([C:5]1[CH:14]=[CH:13][C:8]([C:9]([O:11][CH3:12])=[O:10])=[C:7]([O:15][C:17]2[CH:22]=[CH:21][CH:20]=[C:19]([C:23]([F:26])([F:25])[F:24])[N:18]=2)[CH:6]=1)([CH3:4])([CH3:2])[CH3:3]. (9) The product is: [Br:1][C:2]1[N:10]([CH2:17][C:16]2[CH:19]=[CH:20][CH:21]=[CH:22][C:15]=2[Br:14])[C:9]2[C:8](=[O:11])[NH:7][C:6](=[O:12])[N:5]([CH3:13])[C:4]=2[N:3]=1. Given the reactants [Br:1][C:2]1[NH:10][C:9]2[C:8](=[O:11])[NH:7][C:6](=[O:12])[N:5]([CH3:13])[C:4]=2[N:3]=1.[Br:14][C:15]1[CH:22]=[CH:21][CH:20]=[CH:19][C:16]=1[CH2:17]Br.C(N(C(C)C)CC)(C)C, predict the reaction product. (10) The product is: [NH2:1][C:4]1[CH:5]=[C:6]([CH:21]=[CH:22][CH:23]=1)[O:7][CH:8]1[CH2:13][CH2:12][N:11]([C:14]([O:16][C:17]([CH3:20])([CH3:18])[CH3:19])=[O:15])[CH2:10][CH2:9]1. Given the reactants [N+:1]([C:4]1[CH:5]=[C:6]([CH:21]=[CH:22][CH:23]=1)[O:7][CH:8]1[CH2:13][CH2:12][N:11]([C:14]([O:16][C:17]([CH3:20])([CH3:19])[CH3:18])=[O:15])[CH2:10][CH2:9]1)([O-])=O, predict the reaction product.